This data is from Catalyst prediction with 721,799 reactions and 888 catalyst types from USPTO. The task is: Predict which catalyst facilitates the given reaction. (1) Reactant: [CH3:1][N:2]1[C:6]([C:7]2[CH:12]=[CH:11][CH:10]=[CH:9][CH:8]=2)=[N:5][NH:4][C:3]1=[O:13].[Br:14][CH2:15][CH2:16][CH2:17]Br.[H-].[Na+].O. Product: [Br:14][CH2:15][CH2:16][CH2:17][N:4]1[C:3](=[O:13])[N:2]([CH3:1])[C:6]([C:7]2[CH:12]=[CH:11][CH:10]=[CH:9][CH:8]=2)=[N:5]1. The catalyst class is: 42. (2) Reactant: [CH3:1][C:2]1[CH:6]=[C:5]([C:7]([OH:9])=O)[NH:4][N:3]=1.CCN(C(C)C)C(C)C.CCN=C=NCCCN(C)C.C1C=CC2N(O)N=NC=2C=1.[Cl:40][C:41]1[CH:42]=[C:43]([C:48]2[CH:52]=[CH:51][N:50]([CH2:53][CH2:54][NH2:55])[N:49]=2)[CH:44]=[CH:45][C:46]=1[Cl:47]. Product: [Cl:40][C:41]1[CH:42]=[C:43]([C:48]2[CH:52]=[CH:51][N:50]([CH2:53][CH2:54][NH:55][C:7]([C:5]3[NH:4][N:3]=[C:2]([CH3:1])[CH:6]=3)=[O:9])[N:49]=2)[CH:44]=[CH:45][C:46]=1[Cl:47]. The catalyst class is: 2. (3) Reactant: [CH3:1][O:2][C:3]1[CH:8]=[CH:7][C:6]([Mg]Br)=[CH:5][CH:4]=1.[O:11]1[CH2:16][CH2:15][C:14](=O)[CH2:13][CH2:12]1. Product: [CH3:1][O:2][C:3]1[CH:8]=[CH:7][C:6]([CH:14]2[CH:13]=[CH:12][O:11][CH2:16][CH2:15]2)=[CH:5][CH:4]=1. The catalyst class is: 7. (4) Reactant: [OH:1][C:2]1[CH:9]=[CH:8][C:7]([O:10][CH3:11])=[CH:6][C:3]=1[CH:4]=O.[CH:12](=[O:21])[CH:13]=[CH:14][C:15]1[CH:20]=[CH:19][CH:18]=[CH:17][CH:16]=1.C(=O)([O-])[O-].[K+].[K+].[BH4-].[Na+].Cl. Product: [CH3:11][O:10][C:7]1[CH:6]=[C:3]2[C:2](=[CH:9][CH:8]=1)[O:1][CH:14]([C:15]1[CH:20]=[CH:19][CH:18]=[CH:17][CH:16]=1)[C:13]([CH2:12][OH:21])=[CH:4]2. The catalyst class is: 6. (5) Reactant: CCN=C=NCCCN(C)C.[Cl:12][C:13]1[CH:14]=[C:15]2[C:20](=[CH:21][CH:22]=1)[CH:19]=[C:18]([S:23]([CH2:26][CH2:27][C:28]([OH:30])=O)(=[O:25])=[O:24])[CH:17]=[CH:16]2.C1C=CC2N(O)N=NC=2C=1.[N:41]1[CH:46]=[CH:45][C:44]([N:47]2[CH2:52][CH2:51][C:50](=[N:53][NH2:54])[CH2:49][CH2:48]2)=[CH:43][CH:42]=1. Product: [Cl:12][C:13]1[CH:14]=[C:15]2[C:20](=[CH:21][CH:22]=1)[CH:19]=[C:18]([S:23]([CH2:26][CH2:27][C:28]([NH:54][NH:53][CH:50]1[CH2:49][CH2:48][N:47]([C:44]3[CH:43]=[CH:42][N:41]=[CH:46][CH:45]=3)[CH2:52][CH2:51]1)=[O:30])(=[O:24])=[O:25])[CH:17]=[CH:16]2. The catalyst class is: 3. (6) Reactant: Br[C:2]1[C:11]2[C:6](=[C:7](Br)[CH:8]=[CH:9][C:10]=2[O:12][CH3:13])[C:5]([O:15][CH3:16])=[CH:4][CH:3]=1.[Li+].CC[CH2:20][CH2-:21].[CH2:22]([O:24][CH:25]([O:37][CH2:38][CH3:39])[CH2:26][S:27][S:27][CH2:26][CH:25]([O:37][CH2:38][CH3:39])[O:24][CH2:22][CH3:23])[CH3:23]. Product: [CH3:16][O:15][C:5]1[C:6]2[C:11](=[C:10]([O:12][CH3:13])[CH:9]=[CH:8][C:7]=2[S:27][CH2:26][CH:25]([O:24][CH2:22][CH3:23])[O:37][CH2:38][CH3:39])[C:2]([S:27][CH2:26][CH:25]([O:37][CH2:20][CH3:21])[O:24][CH2:22][CH3:23])=[CH:3][CH:4]=1. The catalyst class is: 1.